This data is from Reaction yield outcomes from USPTO patents with 853,638 reactions. The task is: Predict the reaction yield, written as a fraction of the theoretical maximum amount of product (1.0 means a 100% yield; for example, 0.34 means a 34% yield). (1) The reactants are [OH-].[Na+].[S:3]1[C:7]([C@@H:8]2[CH2:10][C@H:9]2[C:11]([O:13]CC)=[O:12])=[CH:6][N:5]=[CH:4]1. The catalyst is CO. The product is [S:3]1[C:7]([C@@H:8]2[CH2:10][C@H:9]2[C:11]([OH:13])=[O:12])=[CH:6][N:5]=[CH:4]1. The yield is 0.583. (2) The reactants are [N:1]([CH2:4][CH2:5][N:6]1[C:10]2[CH:11]=[CH:12][C:13]([C:15]([N:17]3[CH:26]4[CH:21]([CH2:22][CH2:23][CH2:24][CH2:25]4)[CH2:20][CH2:19][CH2:18]3)=[O:16])=[CH:14][C:9]=2[N:8]=[CH:7]1)=[N+]=[N-]. The catalyst is CO.[Pd]. The product is [NH2:1][CH2:4][CH2:5][N:6]1[C:10]2[CH:11]=[CH:12][C:13]([C:15]([N:17]3[CH:26]4[CH:21]([CH2:22][CH2:23][CH2:24][CH2:25]4)[CH2:20][CH2:19][CH2:18]3)=[O:16])=[CH:14][C:9]=2[N:8]=[CH:7]1. The yield is 0.900. (3) The reactants are [CH3:1][C:2]1[NH:3][C:4](=[O:26])[C:5]([CH2:11][C:12]2[CH:17]=[CH:16][C:15]([C:18]3[C:19]([C:24]#[N:25])=[CH:20][CH:21]=[CH:22][CH:23]=3)=[CH:14][CH:13]=2)=[C:6]([CH2:8][CH2:9][CH3:10])[N:7]=1.[F:27][C:28]1[CH:33]=[CH:32][C:31](B(O)O)=[CH:30][CH:29]=1.N1C=CC=CC=1.C(N(CC)CC)C. The catalyst is C(OCC)(=O)C.C([O-])(=O)C.[Cu+2].C([O-])(=O)C.ClCCl. The product is [F:27][C:28]1[CH:33]=[CH:32][C:31]([N:3]2[C:4](=[O:26])[C:5]([CH2:11][C:12]3[CH:17]=[CH:16][C:15]([C:18]4[C:19]([C:24]#[N:25])=[CH:20][CH:21]=[CH:22][CH:23]=4)=[CH:14][CH:13]=3)=[C:6]([CH2:8][CH2:9][CH3:10])[N:7]=[C:2]2[CH3:1])=[CH:30][CH:29]=1. The yield is 0.370. (4) The reactants are [Cl:1][C:2]1[CH:3]=[C:4](OS(C(F)(F)F)(=O)=O)[CH:5]=[C:6]([Cl:23])[C:7]=1[CH2:8][N:9]1[CH2:13][CH2:12][CH:11]([N:14]2[CH2:19][CH2:18][C:17]([F:21])([F:20])[CH2:16][CH2:15]2)[C:10]1=[O:22].[C:32]1([C:41]2[CH:46]=[CH:45][CH:44]=[CH:43][CH:42]=2)[CH:37]=[CH:36][C:35](B(O)O)=[CH:34][CH:33]=1.C(=O)([O-])[O-].[Na+].[Na+]. The catalyst is C1COCC1.C(OCC)(=O)C.C1C=CC([P]([Pd]([P](C2C=CC=CC=2)(C2C=CC=CC=2)C2C=CC=CC=2)([P](C2C=CC=CC=2)(C2C=CC=CC=2)C2C=CC=CC=2)[P](C2C=CC=CC=2)(C2C=CC=CC=2)C2C=CC=CC=2)(C2C=CC=CC=2)C2C=CC=CC=2)=CC=1. The product is [Cl:1][C:2]1[CH:3]=[C:4]([C:44]2[CH:45]=[CH:46][C:41]([C:32]3[CH:37]=[CH:36][CH:35]=[CH:34][CH:33]=3)=[CH:42][CH:43]=2)[CH:5]=[C:6]([Cl:23])[C:7]=1[CH2:8][N:9]1[CH2:13][CH2:12][CH:11]([N:14]2[CH2:19][CH2:18][C:17]([F:21])([F:20])[CH2:16][CH2:15]2)[C:10]1=[O:22]. The yield is 1.00. (5) The reactants are [F-].[K+].Cl[C:4]1[C:9]([C:10]#[N:11])=[CH:8][CH:7]=[CH:6][N:5]=1.[S:12]1[CH:16]=[CH:15][C:14](B(O)O)=[CH:13]1. The catalyst is CC(C)([P](C(C)(C)C)([Pd][P](C(C)(C)C)(C(C)(C)C)C(C)(C)C)C(C)(C)C)C.C1C=CC(/C=C/C(/C=C/C2C=CC=CC=2)=O)=CC=1.C1C=CC(/C=C/C(/C=C/C2C=CC=CC=2)=O)=CC=1.C1C=CC(/C=C/C(/C=C/C2C=CC=CC=2)=O)=CC=1.[Pd].[Pd]. The product is [S:12]1[CH:16]=[CH:15][C:14]([C:4]2[N:5]=[CH:6][CH:7]=[CH:8][C:9]=2[C:10]#[N:11])=[CH:13]1. The yield is 0.560. (6) The reactants are [ClH:1].[NH:2]1[C:10]2[C:5](=[CH:6][CH:7]=[CH:8][CH:9]=2)[C:4]([CH2:11][C@H:12]([NH:16][CH2:17][CH2:18][CH3:19])[CH2:13][CH2:14][CH3:15])=[CH:3]1. The catalyst is C(OCC)C. The product is [ClH:1].[NH:2]1[C:10]2[C:5](=[CH:6][CH:7]=[CH:8][CH:9]=2)[C:4]([CH2:11][C@H:12]([NH:16][CH2:17][CH2:18][CH3:19])[CH2:13][CH2:14][CH3:15])=[CH:3]1. The yield is 0.530. (7) The reactants are [CH:1]1([N:4]2[CH2:9][CH2:8][N:7]3[N:10]=[C:11]([N+:13]([O-])=O)[CH:12]=[C:6]3[CH2:5]2)[CH2:3][CH2:2]1.[NH4+].[Cl-]. The catalyst is C(O)C.O.[Fe]. The product is [CH:1]1([N:4]2[CH2:9][CH2:8][N:7]3[N:10]=[C:11]([NH2:13])[CH:12]=[C:6]3[CH2:5]2)[CH2:3][CH2:2]1. The yield is 0.750. (8) The reactants are [CH2:1]([C@@H:5]1[NH:10][CH2:9][C@H:8]([CH2:11][CH:12]([CH3:14])[CH3:13])[NH:7][C:6]1=[O:15])[CH:2]([CH3:4])[CH3:3].Br[CH2:17][C:18]1[CH:23]=[CH:22][C:21]([F:24])=[CH:20][C:19]=1[C:25]([F:28])([F:27])[F:26].C([O-])([O-])=O.[K+].[K+].[Na+].[I-]. The catalyst is CN(C=O)C. The product is [F:24][C:21]1[CH:22]=[CH:23][C:18]([CH2:17][N:10]2[CH2:9][C@H:8]([CH2:11][CH:12]([CH3:14])[CH3:13])[NH:7][C:6](=[O:15])[C@@H:5]2[CH2:1][CH:2]([CH3:4])[CH3:3])=[C:19]([C:25]([F:26])([F:27])[F:28])[CH:20]=1. The yield is 0.0658. (9) The reactants are [I:1]I.[N+:3]([C:6]1[CH:7]=[C:8]([CH:12]=[CH:13][CH:14]=1)[C:9]([OH:11])=[O:10])([O-:5])=[O:4]. The catalyst is S(=O)(=O)(O)O. The product is [I:1][C:13]1[CH:12]=[C:8]([CH:7]=[C:6]([N+:3]([O-:5])=[O:4])[CH:14]=1)[C:9]([OH:11])=[O:10]. The yield is 0.980. (10) No catalyst specified. The yield is 0.260. The product is [Cl:12][C:13]1[CH:18]=[CH:17][C:16]([C:19]#[C:20][C:2]2[N:7]=[CH:6][C:5]([C:8]([O:10][CH3:11])=[O:9])=[CH:4][N:3]=2)=[CH:15][CH:14]=1. The reactants are Cl[C:2]1[N:7]=[CH:6][C:5]([C:8]([O:10][CH3:11])=[O:9])=[CH:4][N:3]=1.[Cl:12][C:13]1[CH:18]=[CH:17][C:16]([C:19]#[CH:20])=[CH:15][CH:14]=1.